This data is from NCI-60 drug combinations with 297,098 pairs across 59 cell lines. The task is: Regression. Given two drug SMILES strings and cell line genomic features, predict the synergy score measuring deviation from expected non-interaction effect. (1) Drug 1: CC(C1=C(C=CC(=C1Cl)F)Cl)OC2=C(N=CC(=C2)C3=CN(N=C3)C4CCNCC4)N. Drug 2: COC1=C(C=C2C(=C1)N=CN=C2NC3=CC(=C(C=C3)F)Cl)OCCCN4CCOCC4. Cell line: RPMI-8226. Synergy scores: CSS=18.3, Synergy_ZIP=7.10, Synergy_Bliss=11.9, Synergy_Loewe=7.15, Synergy_HSA=7.08. (2) Drug 1: CCC(=C(C1=CC=CC=C1)C2=CC=C(C=C2)OCCN(C)C)C3=CC=CC=C3.C(C(=O)O)C(CC(=O)O)(C(=O)O)O. Synergy scores: CSS=23.8, Synergy_ZIP=-4.64, Synergy_Bliss=-0.403, Synergy_Loewe=-12.6, Synergy_HSA=0.0199. Cell line: A549. Drug 2: C1=NC2=C(N1)C(=S)N=CN2. (3) Drug 1: C1=CC(=CC=C1CC(C(=O)O)N)N(CCCl)CCCl.Cl. Drug 2: CC12CCC3C(C1CCC2O)C(CC4=C3C=CC(=C4)O)CCCCCCCCCS(=O)CCCC(C(F)(F)F)(F)F. Cell line: RXF 393. Synergy scores: CSS=11.1, Synergy_ZIP=-3.98, Synergy_Bliss=-1.06, Synergy_Loewe=-1.11, Synergy_HSA=-0.963. (4) Drug 1: CCC(=C(C1=CC=CC=C1)C2=CC=C(C=C2)OCCN(C)C)C3=CC=CC=C3.C(C(=O)O)C(CC(=O)O)(C(=O)O)O. Drug 2: C1CN1C2=NC(=NC(=N2)N3CC3)N4CC4. Cell line: SN12C. Synergy scores: CSS=45.6, Synergy_ZIP=-3.31, Synergy_Bliss=-3.38, Synergy_Loewe=-17.1, Synergy_HSA=-1.08. (5) Drug 1: CCCCCOC(=O)NC1=NC(=O)N(C=C1F)C2C(C(C(O2)C)O)O. Cell line: SK-MEL-28. Drug 2: C1CN(P(=O)(OC1)NCCCl)CCCl. Synergy scores: CSS=-1.20, Synergy_ZIP=-3.35, Synergy_Bliss=-10.1, Synergy_Loewe=-7.52, Synergy_HSA=-8.71. (6) Drug 1: CCC(=C(C1=CC=CC=C1)C2=CC=C(C=C2)OCCN(C)C)C3=CC=CC=C3.C(C(=O)O)C(CC(=O)O)(C(=O)O)O. Drug 2: C1C(C(OC1N2C=NC(=NC2=O)N)CO)O. Cell line: COLO 205. Synergy scores: CSS=20.8, Synergy_ZIP=0.531, Synergy_Bliss=1.85, Synergy_Loewe=-6.85, Synergy_HSA=3.84. (7) Drug 1: C1=CN(C(=O)N=C1N)C2C(C(C(O2)CO)O)O.Cl. Drug 2: CNC(=O)C1=NC=CC(=C1)OC2=CC=C(C=C2)NC(=O)NC3=CC(=C(C=C3)Cl)C(F)(F)F. Cell line: NCI-H226. Synergy scores: CSS=2.36, Synergy_ZIP=-1.61, Synergy_Bliss=-2.77, Synergy_Loewe=-8.69, Synergy_HSA=-4.46. (8) Drug 1: C1CN1P(=S)(N2CC2)N3CC3. Drug 2: CC1=C(C(=O)C2=C(C1=O)N3CC4C(C3(C2COC(=O)N)OC)N4)N. Cell line: NCI-H322M. Synergy scores: CSS=9.67, Synergy_ZIP=-0.598, Synergy_Bliss=4.31, Synergy_Loewe=-8.71, Synergy_HSA=0.513. (9) Drug 1: CC(C)(C#N)C1=CC(=CC(=C1)CN2C=NC=N2)C(C)(C)C#N. Drug 2: CC12CCC3C(C1CCC2OP(=O)(O)O)CCC4=C3C=CC(=C4)OC(=O)N(CCCl)CCCl.[Na+]. Cell line: MDA-MB-231. Synergy scores: CSS=-0.114, Synergy_ZIP=0.201, Synergy_Bliss=-0.0216, Synergy_Loewe=-2.41, Synergy_HSA=-1.36.